Dataset: Full USPTO retrosynthesis dataset with 1.9M reactions from patents (1976-2016). Task: Predict the reactants needed to synthesize the given product. (1) Given the product [Cl:15][C:16]1[CH:21]=[CH:20][C:19]([NH:22][C:23](=[O:46])[CH2:24][C:25]2[CH:30]=[CH:29][C:28]([O:31][C:32]3[C:41]4[C:36](=[CH:37][C:38]([O:44][CH3:45])=[C:39]([O:42][CH3:43])[CH:40]=4)[N:35]=[CH:34][N:33]=3)=[CH:27][CH:26]=2)=[CH:18][C:17]=1[CH2:47][NH:52][CH:49]([CH3:51])[CH3:50], predict the reactants needed to synthesize it. The reactants are: C(O[BH-](OC(=O)C)OC(=O)C)(=O)C.[Na+].[Cl:15][C:16]1[CH:21]=[CH:20][C:19]([NH:22][C:23](=[O:46])[CH2:24][C:25]2[CH:30]=[CH:29][C:28]([O:31][C:32]3[C:41]4[C:36](=[CH:37][C:38]([O:44][CH3:45])=[C:39]([O:42][CH3:43])[CH:40]=4)[N:35]=[CH:34][N:33]=3)=[CH:27][CH:26]=2)=[CH:18][C:17]=1[CH:47]=O.[CH:49]([NH2:52])([CH3:51])[CH3:50].C(OC)(OC)OC. (2) Given the product [CH2:1]([O:3][C:4](=[O:15])[CH2:5][S:6][C:7]1[CH:12]=[CH:11][C:10]([O:13][CH2:19][CH2:18][C@@H:17]([OH:16])[CH3:31])=[CH:9][C:8]=1[CH3:14])[CH3:2], predict the reactants needed to synthesize it. The reactants are: [CH2:1]([O:3][C:4](=[O:15])[CH2:5][S:6][C:7]1[CH:12]=[CH:11][C:10]([OH:13])=[CH:9][C:8]=1[CH3:14])[CH3:2].[OH:16][C@@H:17]([CH3:31])[CH2:18][CH2:19]OS(C1C=CC(C)=CC=1)(=O)=O.C(=O)([O-])[O-].[Cs+].[Cs+]. (3) Given the product [Cl:1][C:2]1[CH:7]=[C:6]([CH:5]=[C:4]([Cl:10])[C:3]=1[C:11]1[S:12][C:13]2[C:14]([NH:20][C:21]3[C:22]([N:56]4[CH2:59][CH:58]([OH:60])[CH2:57]4)=[CH:30][N:31]=[CH:27][N:28]=3)=[N:15][CH:16]=[CH:17][C:18]=2[N:19]=1)[C:8]#[N:9], predict the reactants needed to synthesize it. The reactants are: [Cl:1][C:2]1[CH:7]=[C:6]([C:8]#[N:9])[CH:5]=[C:4]([Cl:10])[C:3]=1[C:11]1[S:12][C:13]2[C:14]([NH:20][C:21]3[CH:22]=C(C=[CH:27][N:28]=3)C#N)=[N:15][CH:16]=[CH:17][C:18]=2[N:19]=1.Br[C:30]1C2SC(C3C(Cl)=CC(C#N)=CC=3Cl)=NC=2C=C[N:31]=1.NC1N=CN=C([N:56]2[CH2:59][CH:58]([OH:60])[CH2:57]2)C=1. (4) Given the product [F:20][CH:19]([F:21])[C:9]1[N:8]([C:6]2[N:7]=[C:2]([N:38]3[CH2:37][CH:36]4[O:43][CH:40]([CH2:41][CH2:42]4)[CH2:39]3)[N:3]=[C:4]([N:22]3[CH2:23][CH2:24][N:25]([C:28]([O:30][C:31]([CH3:32])([CH3:34])[CH3:33])=[O:29])[CH2:26][CH2:27]3)[N:5]=2)[C:12]2[CH:13]=[CH:14][CH:15]=[C:16]([O:17][CH3:18])[C:11]=2[N:10]=1, predict the reactants needed to synthesize it. The reactants are: Cl[C:2]1[N:7]=[C:6]([N:8]2[C:12]3[CH:13]=[CH:14][CH:15]=[C:16]([O:17][CH3:18])[C:11]=3[N:10]=[C:9]2[CH:19]([F:21])[F:20])[N:5]=[C:4]([N:22]2[CH2:27][CH2:26][N:25]([C:28]([O:30][C:31]([CH3:34])([CH3:33])[CH3:32])=[O:29])[CH2:24][CH2:23]2)[N:3]=1.Cl.[CH:36]12[O:43][CH:40]([CH2:41][CH2:42]1)[CH2:39][NH:38][CH2:37]2.CCN(C(C)C)C(C)C. (5) Given the product [NH2:1][CH:2]1[CH2:7][CH2:6][N:5]([C:8](=[O:15])[CH2:9][CH3:10])[CH2:4][CH2:3]1, predict the reactants needed to synthesize it. The reactants are: [NH2:1][CH:2]1[CH2:7][CH2:6][NH:5][CH2:4][CH2:3]1.[CH:8](=[O:15])[C:9]1C=CC=C[CH:10]=1.C(N(CC)CC)C.C(Cl)(=O)CC.